Task: Binary Classification. Given a drug SMILES string, predict its activity (active/inactive) in a high-throughput screening assay against a specified biological target.. Dataset: Cav3 T-type calcium channel HTS with 100,875 compounds (1) The drug is O=C1N(C(=O)C2C1CC=CC2)C(C(=O)N1CCN(CC1)c1ccccc1)C. The result is 0 (inactive). (2) The molecule is Fc1ccc(c2nn(cc2C(=O)NCCCn2ccnc2)c2ccccc2)cc1. The result is 0 (inactive). (3) The drug is Clc1ccc(C(=O)c2sc(CC(O)=O)cc2)cc1. The result is 0 (inactive).